Dataset: Full USPTO retrosynthesis dataset with 1.9M reactions from patents (1976-2016). Task: Predict the reactants needed to synthesize the given product. (1) Given the product [CH3:56][N:57]1[CH2:63][CH2:62][CH2:61][N:60]([C:17]([C:16]2[CH:15]=[C:14]([C:12]3[O:13][C:9]([CH:8]=[C:4]4[NH:24][C:2](=[O:1])[NH:6][C:5]4=[O:7])=[CH:10][CH:11]=3)[CH:22]=[CH:21][CH:20]=2)=[O:19])[CH2:59][CH2:58]1, predict the reactants needed to synthesize it. The reactants are: [O:1]=[C:2]1[NH:6][C:5](=[O:7])[C:4](=[CH:8][C:9]2[O:13][C:12]([C:14]3[CH:15]=[C:16]([CH:20]=[CH:21][CH:22]=3)[C:17]([OH:19])=O)=[CH:11][CH:10]=2)S1.C[N:24](C(ON1N=NC2C=CC=CC1=2)=[N+](C)C)C.F[P-](F)(F)(F)(F)F.CCN(C(C)C)C(C)C.[CH3:56][N:57]1[CH2:63][CH2:62][CH2:61][NH:60][CH2:59][CH2:58]1. (2) Given the product [CH3:10][C:5]1[CH:4]=[C:3]([CH2:2][NH:1][S:17]([C:15]2[S:16][C:12]([Br:11])=[CH:13][CH:14]=2)(=[O:19])=[O:18])[CH:8]=[C:7]([CH3:9])[N:6]=1, predict the reactants needed to synthesize it. The reactants are: [NH2:1][CH2:2][C:3]1[CH:8]=[C:7]([CH3:9])[N:6]=[C:5]([CH3:10])[CH:4]=1.[Br:11][C:12]1[S:16][C:15]([S:17](Cl)(=[O:19])=[O:18])=[CH:14][CH:13]=1.C(N(CC)CC)C. (3) Given the product [C:21]([O:20][C:18](=[O:19])[N:2]([CH:3]1[CH2:8][CH2:7][CH2:6][CH2:5][CH:4]1[OH:9])[CH3:1])([CH3:22])([CH3:23])[CH3:24], predict the reactants needed to synthesize it. The reactants are: [CH3:1][NH:2][CH:3]1[CH2:8][CH2:7][CH2:6][CH2:5][CH:4]1[OH:9].[C:18](O[C:18]([O:20][C:21]([CH3:24])([CH3:23])[CH3:22])=[O:19])([O:20][C:21]([CH3:24])([CH3:23])[CH3:22])=[O:19].C([O-])([O-])=O.[K+].[K+].